From a dataset of Full USPTO retrosynthesis dataset with 1.9M reactions from patents (1976-2016). Predict the reactants needed to synthesize the given product. (1) Given the product [F:23][C:20]1[CH:21]=[CH:22][C:16]2[O:15][CH2:14][CH:13]([CH2:12][N:25]([CH3:26])[CH3:24])[O:18][C:17]=2[CH:19]=1, predict the reactants needed to synthesize it. The reactants are: CC1C=CC(S(O[CH2:12][CH:13]2[O:18][C:17]3[CH:19]=[C:20]([F:23])[CH:21]=[CH:22][C:16]=3[O:15][CH2:14]2)(=O)=O)=CC=1.[CH3:24][NH:25][CH3:26]. (2) Given the product [CH2:33]([NH:35][C:12](=[O:13])[CH:11]([NH:15][C:16](=[O:30])[C:17]1[CH:22]=[CH:21][C:20]([O:23][CH2:24][CH2:25][C:26]([F:29])([F:28])[F:27])=[CH:19][CH:18]=1)[CH2:10][C:7]1[CH:6]=[CH:5][C:4]([O:3][C:2]([F:32])([F:31])[F:1])=[CH:9][CH:8]=1)[CH3:34], predict the reactants needed to synthesize it. The reactants are: [F:1][C:2]([F:32])([F:31])[O:3][C:4]1[CH:9]=[CH:8][C:7]([CH2:10][CH:11]([NH:15][C:16](=[O:30])[C:17]2[CH:22]=[CH:21][C:20]([O:23][CH2:24][CH2:25][C:26]([F:29])([F:28])[F:27])=[CH:19][CH:18]=2)[C:12](O)=[O:13])=[CH:6][CH:5]=1.[CH2:33]([NH2:35])[CH3:34]. (3) Given the product [CH2:1]([N:4]1[C:8]([CH2:9][S:10]([C:11]2[CH:12]=[CH:13][C:14]([NH2:17])=[CH:15][CH:16]=2)=[O:38])=[CH:7][N:6]=[CH:5]1)[CH2:2][CH3:3], predict the reactants needed to synthesize it. The reactants are: [CH2:1]([N:4]1[C:8]([CH2:9][S:10][C:11]2[CH:16]=[CH:15][C:14]([NH2:17])=[CH:13][CH:12]=2)=[CH:7][N:6]=[CH:5]1)[CH2:2][CH3:3].C1C=C2C=CC3OP(O)(=O)[O:38]C4C=CC5C(C=4C=3C2=CC=1)=CC=CC=5.OO. (4) Given the product [C:29]([O:28][C:26]([N:23]1[CH2:24][CH2:25][CH:20]([CH:16]2[O:17][CH2:18][C:19]3[C:2]4[C:3](=[CH:8][CH:9]=[CH:10][C:11]=4[CH3:12])[C:4](=[O:6])[NH:81][C:14]=3[CH2:15]2)[CH2:21][CH2:22]1)=[O:27])([CH3:32])([CH3:31])[CH3:30], predict the reactants needed to synthesize it. The reactants are: Br[C:2]1[C:11]([CH3:12])=[CH:10][CH:9]=[CH:8][C:3]=1[C:4]([O:6]C)=O.O=[C:14]1[CH2:19][CH2:18][O:17][CH:16]([CH:20]2[CH2:25][CH2:24][N:23]([C:26]([O:28][C:29]([CH3:32])([CH3:31])[CH3:30])=[O:27])[CH2:22][CH2:21]2)[CH2:15]1.C([O-])([O-])=O.[Cs+].[Cs+].CC1(C)C2C(=C(P(C3C=CC=CC=3)C3C=CC=CC=3)C=CC=2)OC2C(P(C3C=CC=CC=3)C3C=CC=CC=3)=CC=CC1=2.[NH3:81].